Dataset: Peptide-MHC class I binding affinity with 185,985 pairs from IEDB/IMGT. Task: Regression. Given a peptide amino acid sequence and an MHC pseudo amino acid sequence, predict their binding affinity value. This is MHC class I binding data. (1) The peptide sequence is LYEASTTYL. The MHC is HLA-A11:01 with pseudo-sequence HLA-A11:01. The binding affinity (normalized) is 0.213. (2) The binding affinity (normalized) is 0.248. The peptide sequence is SAGFSLWIYK. The MHC is HLA-A33:01 with pseudo-sequence HLA-A33:01. (3) The peptide sequence is MEISSSWWF. The MHC is HLA-B44:02 with pseudo-sequence HLA-B44:02. The binding affinity (normalized) is 0.963. (4) The peptide sequence is LYDYKENRF. The MHC is HLA-A26:01 with pseudo-sequence HLA-A26:01. The binding affinity (normalized) is 0. (5) The peptide sequence is ELEQTYHAKL. The MHC is HLA-A02:03 with pseudo-sequence HLA-A02:03. The binding affinity (normalized) is 0. (6) The peptide sequence is VEIKTGFKL. The MHC is HLA-B27:03 with pseudo-sequence HLA-B27:03. The binding affinity (normalized) is 0.0847. (7) The peptide sequence is TLTAQSRTL. The MHC is Mamu-B1001 with pseudo-sequence Mamu-B1001. The binding affinity (normalized) is 0.281.